From a dataset of Forward reaction prediction with 1.9M reactions from USPTO patents (1976-2016). Predict the product of the given reaction. (1) The product is: [Cl:1][C:2]1[CH:8]=[C:6]2[C:5](=[CH:4][CH:3]=1)[N:9]1[C:10]([CH:14]([CH3:16])[CH3:15])=[N:11][CH:12]=[C:13]1[C:17](=[O:18])[NH:7]2. Given the reactants [Cl:1][C:2]1[CH:3]=[CH:4][C:5]([N:9]2[CH:13]=[CH:12][N:11]=[C:10]2[CH:14]([CH3:16])[CH3:15])=[C:6]([CH:8]=1)[NH2:7].[C:17](N1C=CN=C1)(N1C=CN=C1)=[O:18], predict the reaction product. (2) Given the reactants [Li].[H-].[Br:3][C:4]1[CH:11]=[C:10]([CH2:12][CH3:13])[C:7]([C:8]#[N:9])=[C:6]([CH2:14][CH3:15])[CH:5]=1.O.O.O.O.O.O.O.O.O.O.S([O-])([O-])(=O)=O.[Na+].[Na+], predict the reaction product. The product is: [Br:3][C:4]1[CH:5]=[C:6]([CH2:14][CH3:15])[C:7]([CH2:8][NH2:9])=[C:10]([CH2:12][CH3:13])[CH:11]=1. (3) The product is: [CH2:1]([O:3][C:4](=[O:22])[C:5]([CH3:21])([O:7][C:8]1[CH:13]=[CH:12][C:11]([O:14][CH2:15][CH2:16][CH2:17][C:18]#[C:19][C:24]2[CH:29]=[CH:28][C:27]([C:30]([F:33])([F:32])[F:31])=[CH:26][N:25]=2)=[CH:10][C:9]=1[CH3:20])[CH3:6])[CH3:2]. Given the reactants [CH2:1]([O:3][C:4](=[O:22])[C:5]([CH3:21])([O:7][C:8]1[CH:13]=[CH:12][C:11]([O:14][CH2:15][CH2:16][CH2:17][C:18]#[CH:19])=[CH:10][C:9]=1[CH3:20])[CH3:6])[CH3:2].Br[C:24]1[CH:29]=[CH:28][C:27]([C:30]([F:33])([F:32])[F:31])=[CH:26][N:25]=1.CCN(CC)CC, predict the reaction product. (4) Given the reactants [CH2:1]([N:8]1[CH2:12][CH:11]([N:13](C(OC(C)(C)C)=O)[CH2:14][C:15]2[CH:20]=[CH:19][C:18]([F:21])=[CH:17][C:16]=2[F:22])[CH2:10][CH:9]1[C:30](O)=[O:31])[C:2]1[CH:7]=[CH:6][CH:5]=[CH:4][CH:3]=1.[CH2:33]([O:35][C:36]([CH:38]1[CH2:43][CH2:42][CH2:41][NH:40][CH2:39]1)=[O:37])[CH3:34], predict the reaction product. The product is: [CH2:33]([O:35][C:36]([CH:38]1[CH2:43][CH2:42][CH2:41][N:40]([C:30]([C@@H:9]2[CH2:10][C@H:11]([NH:13][CH2:14][C:15]3[CH:20]=[CH:19][C:18]([F:21])=[CH:17][C:16]=3[F:22])[CH2:12][N:8]2[CH2:1][C:2]2[CH:7]=[CH:6][CH:5]=[CH:4][CH:3]=2)=[O:31])[CH2:39]1)=[O:37])[CH3:34]. (5) The product is: [C:1]([N:4]1[CH2:9][CH2:8][CH:7]([NH:10][C:11](=[O:20])[C:12]2[CH:17]=[C:16]([F:18])[CH:15]=[N:14][C:13]=2[O:30][C:25]2[CH:26]=[CH:27][C:28]([Cl:29])=[C:23]([S:22][CH3:21])[CH:24]=2)[CH2:6][CH2:5]1)(=[O:3])[CH3:2]. Given the reactants [C:1]([N:4]1[CH2:9][CH2:8][CH:7]([NH:10][C:11](=[O:20])[C:12]2[CH:17]=[C:16]([F:18])[CH:15]=[N:14][C:13]=2Cl)[CH2:6][CH2:5]1)(=[O:3])[CH3:2].[CH3:21][S:22][C:23]1[CH:24]=[C:25]([OH:30])[CH:26]=[CH:27][C:28]=1[Cl:29].C(=O)([O-])[O-].[Cs+].[Cs+], predict the reaction product. (6) Given the reactants Cl.Cl.Cl.[O:4]1[C:12]2[CH:11]=[CH:10][N:9]=[C:8]([N:13]3[CH2:18][CH2:17][N:16]([CH2:19][CH2:20][C@H:21]4[CH2:26][CH2:25][C@H:24]([NH2:27])[CH2:23][CH2:22]4)[CH2:15][CH2:14]3)[C:7]=2[CH2:6][CH2:5]1.[OH:28][C:29]([CH3:34])([CH3:33])[C:30](O)=[O:31], predict the reaction product. The product is: [O:4]1[C:12]2[CH:11]=[CH:10][N:9]=[C:8]([N:13]3[CH2:18][CH2:17][N:16]([CH2:19][CH2:20][C@H:21]4[CH2:26][CH2:25][C@H:24]([NH:27][C:30](=[O:31])[C:29]([OH:28])([CH3:34])[CH3:33])[CH2:23][CH2:22]4)[CH2:15][CH2:14]3)[C:7]=2[CH2:6][CH2:5]1. (7) Given the reactants [CH2:1]([O:3][C:4]([C:6]1([C:9]2[CH:14]=[CH:13][C:12]([C:15]3[CH:20]=[CH:19][C:18]([C:21]4[O:25][N:24]=[C:23]([CH3:26])[C:22]=4[NH2:27])=[CH:17][CH:16]=3)=[CH:11][CH:10]=2)[CH2:8][CH2:7]1)=[O:5])[CH3:2].Br[C:29]1[CH:30]=[N:31][CH:32]=[C:33]([O:35][CH3:36])[CH:34]=1, predict the reaction product. The product is: [CH2:1]([O:3][C:4]([C:6]1([C:9]2[CH:10]=[CH:11][C:12]([C:15]3[CH:20]=[CH:19][C:18]([C:21]4[O:25][N:24]=[C:23]([CH3:26])[C:22]=4[NH:27][C:29]4[CH:30]=[N:31][CH:32]=[C:33]([O:35][CH3:36])[CH:34]=4)=[CH:17][CH:16]=3)=[CH:13][CH:14]=2)[CH2:8][CH2:7]1)=[O:5])[CH3:2].